Predict which catalyst facilitates the given reaction. From a dataset of Catalyst prediction with 721,799 reactions and 888 catalyst types from USPTO. (1) Reactant: [OH:1][CH2:2][C@H:3]1[CH2:8][CH2:7][C@H:6]([NH:9]C(=O)OCC2C=CC=CC=2)[CH2:5][CH2:4]1. Product: [NH2:9][C@H:6]1[CH2:7][CH2:8][C@H:3]([CH2:2][OH:1])[CH2:4][CH2:5]1. The catalyst class is: 129. (2) Reactant: [F:1][C:2]([F:30])([F:29])[O:3][C:4]1[CH:9]=[CH:8][C:7]([NH:10][C:11](=[O:28])[C:12]2[CH:17]=[C:16]([N+:18]([O-:20])=[O:19])[C:15]([NH:21][CH2:22][C:23]([OH:26])([CH3:25])[CH3:24])=[CH:14][C:13]=2Cl)=[CH:6][CH:5]=1.[NH:31]1[CH2:36][CH2:35][O:34][CH2:33][CH2:32]1.CCN(C(C)C)C(C)C. Product: [F:1][C:2]([F:30])([F:29])[O:3][C:4]1[CH:9]=[CH:8][C:7]([NH:10][C:11](=[O:28])[C:12]2[CH:17]=[C:16]([N+:18]([O-:20])=[O:19])[C:15]([NH:21][CH2:22][C:23]([OH:26])([CH3:25])[CH3:24])=[CH:14][C:13]=2[N:31]2[CH2:36][CH2:35][O:34][CH2:33][CH2:32]2)=[CH:6][CH:5]=1. The catalyst class is: 23. (3) Reactant: [CH3:1][O:2][C:3](=[O:22])[C:4]1[CH:9]=[CH:8][C:7]([NH:10][C:11]2[CH:16]=[CH:15][C:14]([C:17]#[N:18])=[CH:13][C:12]=2[N+:19]([O-])=O)=[CH:6][CH:5]=1.NN. Product: [CH3:1][O:2][C:3](=[O:22])[C:4]1[CH:5]=[CH:6][C:7]([NH:10][C:11]2[CH:16]=[CH:15][C:14]([C:17]#[N:18])=[CH:13][C:12]=2[NH2:19])=[CH:8][CH:9]=1. The catalyst class is: 29. (4) Reactant: [CH3:1][NH:2][C@H:3]([CH2:22][C:23]1[CH:28]=[CH:27][CH:26]=[CH:25][CH:24]=1)[C:4]([N:6]1[CH2:11][CH2:10][N:9]([C:12]2[C:21]3[C:16](=[CH:17][CH:18]=[CH:19][CH:20]=3)[N:15]=[CH:14][N:13]=2)[CH2:8][CH2:7]1)=[O:5].C=O.[BH-](OC(C)=O)(OC(C)=O)O[C:33](C)=O.[Na+].C([O-])(O)=O.[Na+]. Product: [CH3:1][N:2]([C@H:3]([CH2:22][C:23]1[CH:28]=[CH:27][CH:26]=[CH:25][CH:24]=1)[C:4]([N:6]1[CH2:7][CH2:8][N:9]([C:12]2[C:21]3[C:16](=[CH:17][CH:18]=[CH:19][CH:20]=3)[N:15]=[CH:14][N:13]=2)[CH2:10][CH2:11]1)=[O:5])[CH3:33]. The catalyst class is: 26. (5) The catalyst class is: 3. Reactant: [F:1][C:2]1[CH:3]=[C:4]([NH2:30])[CH:5]=[CH:6][C:7]=1[O:8][C:9]1[C:14]2=[CH:15][C:16]([C:18]3[CH:23]=[CH:22][N:21]=[C:20]([N:24]4[CH2:29][CH2:28][O:27][CH2:26][CH2:25]4)[CH:19]=3)=[CH:17][N:13]2[N:12]=[CH:11][N:10]=1.Cl.FC1C=C(N[C:60](=[O:72])[CH2:61][C:62]([NH:64][C:65]2[CH:70]=[CH:69][C:68]([F:71])=[CH:67][CH:66]=2)=[O:63])C=CC=1OC1C2=C(C)C(OCCN3CCOCC3)=CN2N=CN=1.CCN(C(C)C)C(C)C.CN(C(ON1N=NC2C=CC=CC1=2)=[N+](C)C)C.[B-](F)(F)(F)F. Product: [F:1][C:2]1[CH:3]=[C:4]([NH:30][C:60](=[O:72])[CH2:61][C:62]([NH:64][C:65]2[CH:70]=[CH:69][C:68]([F:71])=[CH:67][CH:66]=2)=[O:63])[CH:5]=[CH:6][C:7]=1[O:8][C:9]1[C:14]2=[CH:15][C:16]([C:18]3[CH:23]=[CH:22][N:21]=[C:20]([N:24]4[CH2:25][CH2:26][O:27][CH2:28][CH2:29]4)[CH:19]=3)=[CH:17][N:13]2[N:12]=[CH:11][N:10]=1.